This data is from Reaction yield outcomes from USPTO patents with 853,638 reactions. The task is: Predict the reaction yield, written as a fraction of the theoretical maximum amount of product (1.0 means a 100% yield; for example, 0.34 means a 34% yield). (1) The reactants are FC(F)(F)C(O)=O.[CH3:8][N:9]1[CH2:13][CH2:12][C@@:11]([NH:33]C(=O)OC(C)(C)C)([CH2:14][C:15]#[C:16][C:17]2[N:22]=[C:21]([C:23]3[CH:28]=[CH:27][C:26]([C:29]([F:32])([F:31])[F:30])=[CH:25][CH:24]=3)[CH:20]=[CH:19][N:18]=2)[C:10]1=[O:41]. The catalyst is ClCCl. The product is [NH2:33][C@@:11]1([CH2:14][C:15]#[C:16][C:17]2[N:22]=[C:21]([C:23]3[CH:28]=[CH:27][C:26]([C:29]([F:32])([F:31])[F:30])=[CH:25][CH:24]=3)[CH:20]=[CH:19][N:18]=2)[CH2:12][CH2:13][N:9]([CH3:8])[C:10]1=[O:41]. The yield is 0.776. (2) The reactants are [Si]([O:8][CH:9]([C:24]1[O:25][C:26]([I:29])=[CH:27][N:28]=1)[CH2:10][CH2:11][CH2:12][CH2:13][CH2:14][CH2:15][C:16]1[CH:21]=[CH:20][CH:19]=[C:18]([O:22][CH3:23])[CH:17]=1)(C(C)(C)C)(C)C.[F-].C([N+](CCCC)(CCCC)CCCC)CCC.C(OCC)(=O)C. The catalyst is O1CCCC1. The product is [I:29][C:26]1[O:25][C:24]([CH:9]([OH:8])[CH2:10][CH2:11][CH2:12][CH2:13][CH2:14][CH2:15][C:16]2[CH:21]=[CH:20][CH:19]=[C:18]([O:22][CH3:23])[CH:17]=2)=[N:28][CH:27]=1. The yield is 0.880. (3) The reactants are [CH3:1][C:2]1[N:11]([CH:12]2[CH2:17][CH2:16][C:15](=[O:18])[NH:14][C:13]2=[O:19])[C:10](=[O:20])[C:9]2[C:4](=[CH:5][CH:6]=[C:7]([N+:21]([O-])=O)[CH:8]=2)[N:3]=1.CC#N.O. The catalyst is C1CCCCC=1.CN(C=O)C.[OH-].[OH-].[Pd+2]. The product is [NH2:21][C:7]1[CH:8]=[C:9]2[C:4](=[CH:5][CH:6]=1)[N:3]=[C:2]([CH3:1])[N:11]([CH:12]1[CH2:17][CH2:16][C:15](=[O:18])[NH:14][C:13]1=[O:19])[C:10]2=[O:20]. The yield is 0.310. (4) The reactants are [OH:1][C:2]1[C:3]([C:23]([NH:25][CH2:26][C:27]([O:29]CC)=[O:28])=[O:24])=[C:4]2[C:9](=[CH:10][CH:11]=1)[N:8]=[C:7]([C:12]1[CH:17]=[CH:16][CH:15]=[CH:14][CH:13]=1)[C:6]([C:18]1[S:19][CH:20]=[CH:21][N:22]=1)=[N:5]2.[OH-].[Na+]. The catalyst is C(O)C. The product is [OH:1][C:2]1[C:3]([C:23]([NH:25][CH2:26][C:27]([OH:29])=[O:28])=[O:24])=[C:4]2[C:9](=[CH:10][CH:11]=1)[N:8]=[C:7]([C:12]1[CH:13]=[CH:14][CH:15]=[CH:16][CH:17]=1)[C:6]([C:18]1[S:19][CH:20]=[CH:21][N:22]=1)=[N:5]2. The yield is 0.695. (5) The reactants are [Br:1][C:2]1[CH:7]=[CH:6][C:5]([OH:8])=[CH:4][CH:3]=1.[I-].[Na+].[C:11](=O)([O-])[O-].[K+].[K+].Cl[CH2:18][CH2:19][O:20][CH3:21]. The catalyst is C(#N)C.O. The product is [Br:1][C:2]1[CH:7]=[CH:6][C:5]([O:8][CH2:11][CH2:18][CH2:19][O:20][CH3:21])=[CH:4][CH:3]=1. The yield is 0.680. (6) The reactants are [F:1][C:2]1[CH:10]=[C:9]2[C:5]([C:6]([C:12]3[N:13]=[C:14]4[C:20]([C:21]([NH:23][CH:24]([C@H:26]5[CH2:29][C@H:28]([O:30]C(=O)C6C=CC([N+]([O-])=O)=CC=6)[CH2:27]5)[CH3:25])=[O:22])=[CH:19][N:18]([CH2:42][O:43][CH2:44][CH2:45][Si:46]([CH3:49])([CH3:48])[CH3:47])[C:15]4=[N:16][CH:17]=3)=[N:7][N:8]2[CH3:11])=[CH:4][CH:3]=1.[OH-].[Na+].CO. The catalyst is C1COCC1.O. The product is [OH:30][C@H:28]1[CH2:27][C@H:26]([CH:24]([NH:23][C:21]([C:20]2[C:14]3[C:15](=[N:16][CH:17]=[C:12]([C:6]4[C:5]5[C:9](=[CH:10][C:2]([F:1])=[CH:3][CH:4]=5)[N:8]([CH3:11])[N:7]=4)[N:13]=3)[N:18]([CH2:42][O:43][CH2:44][CH2:45][Si:46]([CH3:47])([CH3:49])[CH3:48])[CH:19]=2)=[O:22])[CH3:25])[CH2:29]1. The yield is 0.720.